This data is from Catalyst prediction with 721,799 reactions and 888 catalyst types from USPTO. The task is: Predict which catalyst facilitates the given reaction. Reactant: C1(S(O)(=O)=O)C=CC=CC=1.[Cl:11][C:12]1[CH:13]=[C:14]([N:19]2[CH2:25][C@@H:24]3[C@@H:21]([CH2:22][NH:23]3)[CH2:20]2)[CH:15]=[N:16][C:17]=1[Cl:18].[OH-].[K+]. Product: [Cl:11][C:12]1[CH:13]=[C:14]([N:19]2[CH2:25][C@@H:24]3[C@@H:21]([CH2:22][NH:23]3)[CH2:20]2)[CH:15]=[N:16][C:17]=1[Cl:18]. The catalyst class is: 2.